Regression. Given two drug SMILES strings and cell line genomic features, predict the synergy score measuring deviation from expected non-interaction effect. From a dataset of NCI-60 drug combinations with 297,098 pairs across 59 cell lines. (1) Drug 1: CC12CCC3C(C1CCC2=O)CC(=C)C4=CC(=O)C=CC34C. Drug 2: CCC1(CC2CC(C3=C(CCN(C2)C1)C4=CC=CC=C4N3)(C5=C(C=C6C(=C5)C78CCN9C7C(C=CC9)(C(C(C8N6C=O)(C(=O)OC)O)OC(=O)C)CC)OC)C(=O)OC)O.OS(=O)(=O)O. Cell line: HOP-62. Synergy scores: CSS=49.2, Synergy_ZIP=3.50, Synergy_Bliss=4.51, Synergy_Loewe=4.09, Synergy_HSA=4.47. (2) Drug 1: C1=NC(=NC(=O)N1C2C(C(C(O2)CO)O)O)N. Drug 2: CC1CCCC2(C(O2)CC(NC(=O)CC(C(C(=O)C(C1O)C)(C)C)O)C(=CC3=CSC(=N3)C)C)C. Cell line: HCT-15. Synergy scores: CSS=44.5, Synergy_ZIP=5.70, Synergy_Bliss=10.0, Synergy_Loewe=-13.7, Synergy_HSA=4.26.